Dataset: TCR-epitope binding with 47,182 pairs between 192 epitopes and 23,139 TCRs. Task: Binary Classification. Given a T-cell receptor sequence (or CDR3 region) and an epitope sequence, predict whether binding occurs between them. The epitope is FTISVTTEIL. The TCR CDR3 sequence is CASSQELRGSYEQYF. Result: 1 (the TCR binds to the epitope).